Task: Predict the product of the given reaction.. Dataset: Forward reaction prediction with 1.9M reactions from USPTO patents (1976-2016) (1) The product is: [Cl:20][C:21]1[CH:26]=[CH:25][N:24]=[C:23]([CH2:27][NH:28][C:29]2[O:30][C:31]3[C:37]([O:38][CH3:39])=[CH:36][C:35]([C:40]([N:42]4[CH2:47][CH:46]([CH3:48])[NH:45][C:44](=[O:49])[CH:43]4[CH2:50][C:51]#[N:53])=[O:41])=[CH:34][C:32]=3[N:33]=2)[CH:22]=1. Given the reactants N1C=CC=CC=1.FC(F)(F)C(OC(=O)C(F)(F)F)=O.[Cl:20][C:21]1[CH:26]=[CH:25][N:24]=[C:23]([CH2:27][NH:28][C:29]2[O:30][C:31]3[C:37]([O:38][CH3:39])=[CH:36][C:35]([C:40]([N:42]4[CH2:47][CH:46]([CH3:48])[NH:45][C:44](=[O:49])[CH:43]4[CH2:50][C:51]([NH2:53])=O)=[O:41])=[CH:34][C:32]=3[N:33]=2)[CH:22]=1.ClCCl, predict the reaction product. (2) Given the reactants [CH2:1]([Mg]Br)[CH3:2].C(OP(O[C:14]1[CH2:19][CH2:18][N:17]([C:20]([O:22][C:23]([CH3:26])([CH3:25])[CH3:24])=[O:21])[CH2:16][C:15]=1[C:27]([O:29][CH2:30][CH3:31])=[O:28])(OCC)=O)C.[NH4+].[Cl-], predict the reaction product. The product is: [CH2:1]([C:14]1[CH2:19][CH2:18][N:17]([C:20]([O:22][C:23]([CH3:24])([CH3:25])[CH3:26])=[O:21])[CH2:16][C:15]=1[C:27]([O:29][CH2:30][CH3:31])=[O:28])[CH3:2]. (3) Given the reactants [F:1][C:2]1[C:3]([C:9]2[N:13]([CH:14]3[CH2:19][CH2:18][O:17][CH2:16][CH2:15]3)[C:12]([CH3:20])=[N:11][CH:10]=2)=[N:4][C:5]([NH2:8])=[N:6][CH:7]=1.Br[C:22]1[CH:27]=[CH:26][C:25]([S:28]([N:31]2[CH2:36][CH2:35][N:34]([CH3:37])[CH2:33][CH2:32]2)(=[O:30])=[O:29])=[C:24]([CH3:38])[CH:23]=1.C([O-])([O-])=O.[Cs+].[Cs+].CC(C1C=C(C(C)C)C(C2C=CC=CC=2P(C2CCCCC2)C2CCCCC2)=C(C(C)C)C=1)C, predict the reaction product. The product is: [F:1][C:2]1[C:3]([C:9]2[N:13]([CH:14]3[CH2:19][CH2:18][O:17][CH2:16][CH2:15]3)[C:12]([CH3:20])=[N:11][CH:10]=2)=[N:4][C:5]([NH:8][C:22]2[CH:27]=[CH:26][C:25]([S:28]([N:31]3[CH2:32][CH2:33][N:34]([CH3:37])[CH2:35][CH2:36]3)(=[O:29])=[O:30])=[C:24]([CH3:38])[CH:23]=2)=[N:6][CH:7]=1.